From a dataset of Reaction yield outcomes from USPTO patents with 853,638 reactions. Predict the reaction yield, written as a fraction of the theoretical maximum amount of product (1.0 means a 100% yield; for example, 0.34 means a 34% yield). (1) The product is [Cl:46][C:44]1[CH:43]=[CH:42][C:38]([C:39]([NH:47][C@@H:48]([CH:53]2[CH2:58][CH2:57][CH2:56][CH2:55][CH2:54]2)[C:49]([O:51][CH3:52])=[O:50])=[O:41])=[C:37]([NH:36][C:34]([NH:33][C:27]2[C:28]([CH3:32])=[CH:29][CH:30]=[CH:31][C:26]=2[CH3:25])=[O:35])[CH:45]=1. The catalyst is CN(C=O)C.CCCCCC.C(OCC)(=O)C. The yield is 0.540. The reactants are CN(C(ON1N=NC2C=CC=NC1=2)=[N+](C)C)C.F[P-](F)(F)(F)(F)F.[CH3:25][C:26]1[CH:31]=[CH:30][CH:29]=[C:28]([CH3:32])[C:27]=1[NH:33][C:34]([NH:36][C:37]1[CH:45]=[CH:44][CH:43]=[CH:42][C:38]=1[C:39]([OH:41])=O)=[O:35].[ClH:46].[NH2:47][C@@H:48]([CH:53]1[CH2:58][CH2:57][CH2:56][CH2:55][CH2:54]1)[C:49]([O:51][CH3:52])=[O:50].C(N(C(C)C)CC)(C)C. (2) The reactants are [CH3:1][S:2]([NH2:5])(=[O:4])=[O:3].[H-].[Na+].Cl[CH2:9][CH2:10][C:11]([C:13]1[CH:18]=[CH:17][CH:16]=[CH:15][CH:14]=1)=[O:12].O. The yield is 0.210. The catalyst is CN(C)C=O. The product is [CH3:1][S:2]([NH:5][CH2:9][CH2:10][C:11]([C:13]1[CH:18]=[CH:17][CH:16]=[CH:15][CH:14]=1)=[O:12])(=[O:4])=[O:3]. (3) The reactants are C(O)(=O)C.[N+:5]([C:8]1[CH:9]=[N:10][C:11]([N:14]2[CH:18]=[C:17]([C:19]([F:22])([F:21])[F:20])[CH:16]=[N:15]2)=[N:12][CH:13]=1)([O-])=O. The catalyst is CO.C(OCC)(=O)C.[Fe]. The product is [F:22][C:19]([F:20])([F:21])[C:17]1[CH:16]=[N:15][N:14]([C:11]2[N:12]=[CH:13][C:8]([NH2:5])=[CH:9][N:10]=2)[CH:18]=1. The yield is 0.640.